This data is from Forward reaction prediction with 1.9M reactions from USPTO patents (1976-2016). The task is: Predict the product of the given reaction. (1) Given the reactants [F:1][C:2]1[CH:3]=[C:4]([CH:14]([CH3:18])[C:15]([OH:17])=O)[CH:5]=[CH:6][C:7]=1[CH2:8][O:9][CH2:10][CH2:11][O:12][CH3:13].CCN([CH:25]([CH3:27])[CH3:26])C(C)C.CCN=C=[N:32][CH2:33][CH2:34][CH2:35][N:36]([CH3:38])C.Cl.C1C=CC2N(O)N=[N:46][C:44]=2C=1.[Cl:50][C:51]1[CH:52]=C(N2C(CN)=CC(C(F)(F)F)=N2)[CH:54]=[CH:55][CH:56]=1.[CH2:68](Cl)Cl, predict the reaction product. The product is: [C:25]([C:33]1[CH:34]=[C:35]([CH2:44][NH:46][C:15](=[O:17])[CH:14]([C:4]2[CH:5]=[CH:6][C:7]([CH2:8][O:9][CH2:10][CH2:11][O:12][CH3:13])=[C:2]([F:1])[CH:3]=2)[CH3:18])[N:36]([C:38]2[CH:54]=[CH:55][CH:56]=[C:51]([Cl:50])[CH:52]=2)[N:32]=1)([CH3:26])([CH3:27])[CH3:68]. (2) The product is: [C:25]([Si:29]([CH3:31])([CH3:30])[O:32][C@H:33]1[CH2:38][CH2:37][C@H:36]([N:39]2[C:6]3=[N:7][C:2]([Cl:1])=[N:3][CH:4]=[C:5]3[CH2:9][N:10]([C:11]3[CH:16]=[CH:15][C:14]([O:17][CH3:18])=[CH:13][C:12]=3[F:19])[C:40]2=[O:41])[CH2:35][CH2:34]1)([CH3:28])([CH3:27])[CH3:26]. Given the reactants [Cl:1][C:2]1[N:7]=[C:6](Cl)[C:5]([CH2:9][NH:10][C:11]2[CH:16]=[CH:15][C:14]([O:17][CH3:18])=[CH:13][C:12]=2[F:19])=[CH:4][N:3]=1.C([Li])CCC.[C:25]([Si:29]([O:32][C@H:33]1[CH2:38][CH2:37][C@H:36]([N:39]=[C:40]=[O:41])[CH2:35][CH2:34]1)([CH3:31])[CH3:30])([CH3:28])([CH3:27])[CH3:26], predict the reaction product. (3) Given the reactants [C:1]([O:5][C:6]([N:8]1[C@@H:16]2[C@@H:11]([CH2:12][CH2:13][CH2:14][CH2:15]2)[CH2:10][C@H:9]1[C:17](=O)[NH:18][CH2:19][CH2:20][C:21]#[N:22])=[O:7])([CH3:4])([CH3:3])[CH3:2].C[Si]([N:28]=[N+:29]=[N-:30])(C)C.C1(P(C2C=CC=CC=2)C2C=CC=CC=2)C=CC=CC=1, predict the reaction product. The product is: [C:1]([O:5][C:6]([N:8]1[C@@H:16]2[C@@H:11]([CH2:12][CH2:13][CH2:14][CH2:15]2)[CH2:10][C@H:9]1[C:17]1[N:18]([CH2:19][CH2:20][C:21]#[N:22])[N:30]=[N:29][N:28]=1)=[O:7])([CH3:4])([CH3:3])[CH3:2]. (4) Given the reactants Cl[CH2:2][C:3]1[C:4]([S:9][CH:10]2[CH2:14][CH2:13][CH2:12][CH2:11]2)=[N:5][CH:6]=[CH:7][CH:8]=1.C([O:17][C:18](=[O:30])[CH2:19][CH2:20][C:21]1[CH:26]=[CH:25][C:24]([OH:27])=[C:23]([O:28][CH3:29])[CH:22]=1)C, predict the reaction product. The product is: [CH:10]1([S:9][C:4]2[C:3]([CH2:2][O:27][C:24]3[CH:25]=[CH:26][C:21]([CH2:20][CH2:19][C:18]([OH:30])=[O:17])=[CH:22][C:23]=3[O:28][CH3:29])=[CH:8][CH:7]=[CH:6][N:5]=2)[CH2:14][CH2:13][CH2:12][CH2:11]1. (5) Given the reactants [CH2:1]([O:3][C:4](=[O:18])[CH2:5][C:6]1[N:7]=[C:8]([S:16][CH3:17])[S:9][C:10]=1[C:11]([O:13]CC)=O)[CH3:2].[F:19][C:20]1[CH:29]=[C:28]([I:30])[CH:27]=[CH:26][C:21]=1[N:22]=[C:23]=[N:24][CH3:25], predict the reaction product. The product is: [F:19][C:20]1[CH:29]=[C:28]([I:30])[CH:27]=[CH:26][C:21]=1[NH:22][C:23]1[N:24]([CH3:25])[C:11](=[O:13])[C:10]2[S:9][C:8]([S:16][CH3:17])=[N:7][C:6]=2[C:5]=1[C:4]([O:3][CH2:1][CH3:2])=[O:18]. (6) The product is: [F:30][C:31]1[CH:36]=[CH:35][C:34]([S:37]([NH:23][CH:20]2[CH2:21][CH2:22][N:17]([C:10]3[C:11]4[C:16](=[CH:15][CH:14]=[CH:13][CH:12]=4)[C:7]([C:6]4[N:2]([CH3:1])[N:3]=[CH:4][CH:5]=4)=[N:8][N:9]=3)[CH2:18][CH2:19]2)(=[O:38])=[O:39])=[C:33]([C:41]([F:44])([F:42])[F:43])[CH:32]=1. Given the reactants [CH3:1][N:2]1[C:6]([C:7]2[C:16]3[C:11](=[CH:12][CH:13]=[CH:14][CH:15]=3)[C:10]([N:17]3[CH2:22][CH2:21][CH:20]([NH2:23])[CH2:19][CH2:18]3)=[N:9][N:8]=2)=[CH:5][CH:4]=[N:3]1.N1C=CC=CC=1.[F:30][C:31]1[CH:36]=[CH:35][C:34]([S:37](Cl)(=[O:39])=[O:38])=[C:33]([C:41]([F:44])([F:43])[F:42])[CH:32]=1, predict the reaction product.